This data is from Forward reaction prediction with 1.9M reactions from USPTO patents (1976-2016). The task is: Predict the product of the given reaction. (1) The product is: [CH2:13]([NH:16][C:9](=[O:11])[CH:8]([C:5]1[CH:4]=[CH:3][C:2]([OH:1])=[CH:7][CH:6]=1)[CH3:12])[CH:14]=[CH2:15]. Given the reactants [OH:1][C:2]1[CH:7]=[CH:6][C:5]([CH:8]([CH3:12])[C:9]([OH:11])=O)=[CH:4][CH:3]=1.[CH2:13]([NH2:16])[CH:14]=[CH2:15].CCN(CC)CC, predict the reaction product. (2) The product is: [CH2:1]([C:3]1[CH:9]=[CH:8][C:6]([NH2:7])=[CH:5][C:4]=1[N+:15]([O-:17])=[O:16])[CH3:2]. Given the reactants [CH2:1]([C:3]1[CH:9]=[CH:8][C:6]([NH2:7])=[CH:5][CH:4]=1)[CH3:2].S(=O)(=O)(O)O.[N+:15]([O-])([OH:17])=[O:16], predict the reaction product. (3) Given the reactants [F:1][C:2]1[CH:7]=[CH:6][C:5]([N:8]2[C:11](=[O:12])[C@H:10]([S:13][CH2:14][CH:15]([OH:24])[C:16]3[CH:21]=[CH:20][C:19]([S:22][CH3:23])=[CH:18][CH:17]=3)[C@H:9]2[C:25]2[CH:35]=[CH:34][C:28]([O:29][CH2:30][C:31]([OH:33])=O)=[CH:27][CH:26]=2)=[CH:4][CH:3]=1.CN1CCOCC1.CN(C(ON1N=NC2C=CC=CC1=2)=[N+](C)C)C.[B-](F)(F)(F)F.[NH2:65][CH2:66][C:67]([NH:69][C@@H:70]([C:75]([OH:77])=[O:76])[C:71]([CH3:74])([CH3:73])[CH3:72])=[O:68].[BH4-].[Na+], predict the reaction product. The product is: [F:1][C:2]1[CH:7]=[CH:6][C:5]([N:8]2[C:11](=[O:12])[C@H:10]([S:13][CH2:14][CH:15]([OH:24])[C:16]3[CH:21]=[CH:20][C:19]([S:22][CH3:23])=[CH:18][CH:17]=3)[C@H:9]2[C:25]2[CH:35]=[CH:34][C:28]([O:29][CH2:30][C:31]([NH:65][CH2:66][C:67]([NH:69][C@@H:70]([C:75]([OH:77])=[O:76])[C:71]([CH3:72])([CH3:73])[CH3:74])=[O:68])=[O:33])=[CH:27][CH:26]=2)=[CH:4][CH:3]=1. (4) Given the reactants [NH2:1][C:2]1[C:3]([OH:9])=[N:4][CH:5]=[C:6](C)[CH:7]=1.Cl[CH2:11][C:12](Cl)=[O:13].[C:15](=O)([O-])[O-].[K+].[K+], predict the reaction product. The product is: [CH3:15][N:4]1[CH:3]2[O:9][CH2:11][C:12](=[O:13])[NH:1][C:2]2=[CH:7][CH:6]=[CH:5]1. (5) Given the reactants C(OC([NH:8][CH2:9][C:10]([N:12]1[CH2:21][CH2:20][C:19]2[C:14](=[CH:15][CH:16]=[CH:17][C:18]=2[I:22])[CH:13]1[CH2:23][C:24]([O-:26])=O)=[O:11])=O)(C)(C)C.[Na+].C(OC(NCC(N1CCC2C(=CC=CC=2I)C1CC(OCC)=O)=O)=O)(C)(C)C.[OH-].[Na+], predict the reaction product. The product is: [I:22][C:18]1[CH:17]=[CH:16][CH:15]=[C:14]2[C:19]=1[CH2:20][CH2:21][N:12]1[C:10](=[O:11])[CH2:9][NH:8][C:24](=[O:26])[CH:23]=[C:13]12.